Dataset: Forward reaction prediction with 1.9M reactions from USPTO patents (1976-2016). Task: Predict the product of the given reaction. (1) Given the reactants [C:1]1([C:7]([C:9]2[CH:14]=[CH:13][C:12](B(O)O)=[CH:11][CH:10]=2)=[O:8])[CH:6]=[CH:5][CH:4]=[CH:3][CH:2]=1.Br[C:19]1[CH:24]=[CH:23][C:22]([O:25][CH2:26][CH:27]2[CH2:32][CH2:31][N:30]([C:33]([O:35][CH:36]([CH3:38])[CH3:37])=[O:34])[CH2:29][CH2:28]2)=[CH:21][CH:20]=1, predict the reaction product. The product is: [C:1]1([C:7]([C:9]2[CH:14]=[CH:13][C:12]([C:19]3[CH:20]=[CH:21][C:22]([O:25][CH2:26][CH:27]4[CH2:28][CH2:29][N:30]([C:33]([O:35][CH:36]([CH3:38])[CH3:37])=[O:34])[CH2:31][CH2:32]4)=[CH:23][CH:24]=3)=[CH:11][CH:10]=2)=[O:8])[CH:6]=[CH:5][CH:4]=[CH:3][CH:2]=1. (2) Given the reactants [N+:1]([C:4]1[C:5]([C:9]([OH:11])=O)=[N:6][NH:7][CH:8]=1)([O-:3])=[O:2].S(Cl)(Cl)=O.[CH2:16]([N:18](CC)[CH2:19]C)C.CNC, predict the reaction product. The product is: [CH3:16][N:18]([CH3:19])[C:9]([C:5]1[C:4]([N+:1]([O-:3])=[O:2])=[CH:8][NH:7][N:6]=1)=[O:11]. (3) Given the reactants [CH2:1]([O:3][C:4](=[O:15])[C:5]1[CH:10]=[CH:9][C:8]([NH2:11])=[C:7]([N+:12]([O-:14])=[O:13])[CH:6]=1)[CH3:2].[CH3:16][Si:17]([CH3:27])([CH3:26])[C:18]#[C:19][C:20]1[CH:25]=[CH:24][CH:23]=[CH:22][CH:21]=1, predict the reaction product. The product is: [CH2:1]([O:3][C:4]([C:5]1[CH:10]=[C:9]2[C:8](=[C:7]([N+:12]([O-:14])=[O:13])[CH:6]=1)[NH:11][C:18]([Si:17]([CH3:27])([CH3:16])[CH3:26])=[C:19]2[C:20]1[CH:21]=[CH:22][CH:23]=[CH:24][CH:25]=1)=[O:15])[CH3:2].